From a dataset of Catalyst prediction with 721,799 reactions and 888 catalyst types from USPTO. Predict which catalyst facilitates the given reaction. (1) The catalyst class is: 1. Product: [C:1]([O:5][C:6](=[O:17])[NH:7][CH2:8][CH2:9][N:10]1[CH:14]([OH:15])[CH2:13][NH:12][C:11]1=[O:16])([CH3:4])([CH3:2])[CH3:3]. Reactant: [C:1]([O:5][C:6](=[O:17])[NH:7][CH2:8][CH2:9][N:10]1[C:14](=[O:15])[CH2:13][NH:12][C:11]1=[O:16])([CH3:4])([CH3:3])[CH3:2].[H-].[H-].[H-].[H-].[Li+].[Al+3]. (2) The catalyst class is: 4. Reactant: [C:1](Cl)(=[O:5])[C:2](Cl)=[O:3].[F:7][C:8]1[CH:23]=[CH:22][C:11]([CH2:12][C:13]2[CH:14]=[CH:15][N:16]3[C:21]=2[CH:20]=[CH:19][CH:18]=[CH:17]3)=[CH:10][CH:9]=1.[N+](C1C=CC(O)=CC=1)([O-])=O.C(N(CC)CC)C.[NH2:41][C:42]1[C:47]([Cl:48])=[CH:46][N:45]=[CH:44][C:43]=1[Cl:49].CN(C=O)C. Product: [Cl:49][C:43]1[CH:44]=[N:45][CH:46]=[C:47]([Cl:48])[C:42]=1[NH:41][C:1](=[O:5])[C:2]([C:15]1[N:16]2[C:21]([CH:20]=[CH:19][CH:18]=[CH:17]2)=[C:13]([CH2:12][C:11]2[CH:22]=[CH:23][C:8]([F:7])=[CH:9][CH:10]=2)[CH:14]=1)=[O:3]. (3) Reactant: [S:1]1[C:5]2[CH:6]=[CH:7][CH:8]=[CH:9][C:4]=2[N:3]=[C:2]1[C:10]1[CH:11]=[C:12]([S:15](Cl)(=[O:17])=[O:16])[S:13][CH:14]=1.[CH3:19][C:20]1[CH:25]=[CH:24][N:23]=[C:22]([NH2:26])[CH:21]=1. Product: [CH3:19][C:20]1[CH:25]=[CH:24][N:23]=[C:22]([NH:26][S:15]([C:12]2[S:13][CH:14]=[C:10]([C:2]3[S:1][C:5]4[CH:6]=[CH:7][CH:8]=[CH:9][C:4]=4[N:3]=3)[CH:11]=2)(=[O:17])=[O:16])[CH:21]=1. The catalyst class is: 17. (4) The catalyst class is: 7. Product: [CH3:35][CH:30]([CH2:29][C:24]1[NH:25][C:26]2[C:22]([CH:23]=1)=[CH:21][C:20]([O:19][CH2:37][CH2:38][CH2:39][NH:40][C:41]1[CH:46]=[CH:45][CH:44]=[CH:43][N:42]=1)=[CH:28][CH:27]=2)[C:31]([OH:33])=[O:32]. Reactant: N(C(N1CCCCC1)=O)=NC(N1CCCCC1)=O.[OH:19][C:20]1[CH:21]=[C:22]2[C:26](=[CH:27][CH:28]=1)[NH:25][C:24]([CH2:29][CH:30]([CH3:35])[C:31]([O:33]C)=[O:32])=[CH:23]2.O[CH2:37][CH2:38][CH2:39][NH:40][C:41]1[CH:46]=[CH:45][CH:44]=[CH:43][N:42]=1.C(P(CCCC)CCCC)CCC. (5) Reactant: [N:1]1[CH:2]=[CH:3][N:4]2[CH:9]=[C:8]([C:10]([O:12]C)=[O:11])[CH:7]=[N:6][C:5]=12.[OH-].[Na+].Cl. Product: [N:1]1[CH:2]=[CH:3][N:4]2[CH:9]=[C:8]([C:10]([OH:12])=[O:11])[CH:7]=[N:6][C:5]=12. The catalyst class is: 6. (6) Reactant: [Br:1][C:2]1[CH:7]=[CH:6][CH:5]=[CH:4][C:3]=1[CH:8]([C:11]1[CH:16]=[CH:15][CH:14]=[CH:13][CH:12]=1)[CH:9]=[O:10].[BH4-].[Na+]. Product: [Br:1][C:2]1[CH:7]=[CH:6][CH:5]=[CH:4][C:3]=1[CH:8]([C:11]1[CH:12]=[CH:13][CH:14]=[CH:15][CH:16]=1)[CH2:9][OH:10]. The catalyst class is: 5. (7) Reactant: [F:1][C:2]([F:16])([F:15])[C:3]([C:5]1[C:13]2[C:8](=[CH:9][C:10]([Br:14])=[CH:11][CH:12]=2)[NH:7][CH:6]=1)=[O:4].C(=O)([O-])[O-].[K+].[K+].I[CH:24]([CH3:26])[CH3:25]. Product: [F:16][C:2]([F:1])([F:15])[C:3]([C:5]1[C:13]2[C:8](=[CH:9][C:10]([Br:14])=[CH:11][CH:12]=2)[N:7]([CH:24]([CH3:26])[CH3:25])[CH:6]=1)=[O:4]. The catalyst class is: 9.